From a dataset of Full USPTO retrosynthesis dataset with 1.9M reactions from patents (1976-2016). Predict the reactants needed to synthesize the given product. (1) Given the product [CH3:18][CH:17]([CH3:19])[CH2:16][N:20]([CH:7]=[CH:8][CH3:9])[CH2:21][CH:22]([CH3:24])[CH3:23], predict the reactants needed to synthesize it. The reactants are: S([O-])([O-])(=O)=O.[Mg+2].[CH:7](=O)[CH2:8][CH3:9].O.C(O)(=O)C.[CH2:16]([NH:20][CH2:21][CH:22]([CH3:24])[CH3:23])[CH:17]([CH3:19])[CH3:18]. (2) Given the product [F:25][C:26]1[CH:27]=[CH:28][C:29]([NH:32][CH2:23][C@@H:17]2[C@H:18]([CH3:22])[CH2:19][CH2:20][CH2:21][N:16]2[C:14]([C:9]2[N:10]=[C:11]([CH3:13])[S:12][C:8]=2[C:5]2[CH:6]=[CH:7][C:2]([F:1])=[CH:3][CH:4]=2)=[O:15])=[N:30][CH:31]=1, predict the reactants needed to synthesize it. The reactants are: [F:1][C:2]1[CH:7]=[CH:6][C:5]([C:8]2[S:12][C:11]([CH3:13])=[N:10][C:9]=2[C:14]([N:16]2[CH2:21][CH2:20][CH2:19][CH:18]([CH3:22])[CH:17]2[CH:23]=O)=[O:15])=[CH:4][CH:3]=1.[F:25][C:26]1[CH:27]=[CH:28][C:29]([NH2:32])=[N:30][CH:31]=1.C([BH3-])#N.[Na+]. (3) The reactants are: C([N:8]1[CH2:15][CH:14]2[O:16][CH:10]([CH2:11][N:12]([C:17]3[CH:22]=[CH:21][C:20]([N+:23]([O-])=O)=[C:19]([O:26][CH3:27])[CH:18]=3)[CH2:13]2)[CH2:9]1)C1C=CC=CC=1. Given the product [CH:14]12[O:16][CH:10]([CH2:9][NH:8][CH2:15]1)[CH2:11][N:12]([C:17]1[CH:22]=[CH:21][C:20]([NH2:23])=[C:19]([O:26][CH3:27])[CH:18]=1)[CH2:13]2, predict the reactants needed to synthesize it. (4) Given the product [F:27][C:22]1[CH:23]=[CH:24][CH:25]=[CH:26][C:21]=1[C:12]1[N:11]=[N:10][C:9]2[C@:8]3([NH2:7])[C:18]([CH3:19])([CH3:20])[C@@H:15]([C:14]=2[CH:13]=1)[CH2:16][CH2:17]3, predict the reactants needed to synthesize it. The reactants are: C(OC(=O)[NH:7][C@@:8]12[C:18]([CH3:20])([CH3:19])[C@H:15]([CH2:16][CH2:17]1)[C:14]1[CH:13]=[C:12]([C:21]3[CH:26]=[CH:25][CH:24]=[CH:23][C:22]=3[F:27])[N:11]=[N:10][C:9]2=1)(C)(C)C.Cl.